From a dataset of Full USPTO retrosynthesis dataset with 1.9M reactions from patents (1976-2016). Predict the reactants needed to synthesize the given product. (1) Given the product [Cl:26][C:9]1[NH:8][C:7]2[CH:12]=[C:3]([C:2]([F:23])([F:22])[F:1])[CH:4]=[C:5]([C:13]3[CH:18]=[C:17]([F:19])[C:16]([F:20])=[C:15]([F:21])[CH:14]=3)[C:6]=2[N:10]=1, predict the reactants needed to synthesize it. The reactants are: [F:1][C:2]([F:23])([F:22])[C:3]1[CH:4]=[C:5]([C:13]2[CH:18]=[C:17]([F:19])[C:16]([F:20])=[C:15]([F:21])[CH:14]=2)[C:6]2[NH:10][C:9](=O)[NH:8][C:7]=2[CH:12]=1.O=P(Cl)(Cl)[Cl:26]. (2) Given the product [Br:31][CH2:8][CH:5]1[CH2:6][CH2:7][C:2]([F:10])([F:1])[CH2:3][CH2:4]1, predict the reactants needed to synthesize it. The reactants are: [F:1][C:2]1([F:10])[CH2:7][CH2:6][CH:5]([CH2:8]O)[CH2:4][CH2:3]1.C1(P(C2C=CC=CC=2)C2C=CC=CC=2)C=CC=CC=1.C(Br)(Br)(Br)[Br:31]. (3) Given the product [C:50]([C:49]1[CH:46]=[C:45]2[C:40]([CH:41]=[CH:42][C:43]([CH2:47][CH2:53][O:34][C@@H:10]3[CH2:9][NH:8][CH2:12][C@H:11]3[CH2:13][N:14]([CH:31]([CH3:33])[CH3:32])[C:15](=[O:30])[C:16]3[CH:21]=[CH:20][C:19]([O:22][CH3:23])=[C:18]([O:24][CH2:25][CH2:26][CH2:27][O:28][CH3:29])[CH:17]=3)=[CH:44]2)=[CH:39][CH:38]=1)#[N:51].[Br:35][CH2:36][C:37]1[CH:46]=[C:45]2[C:40]([CH:41]=[CH:42][C:43]([C:47]#[N:48])=[CH:44]2)=[CH:39][CH:38]=1, predict the reactants needed to synthesize it. The reactants are: C(OC([N:8]1[CH2:12][C@@H:11]([CH2:13][N:14]([CH:31]([CH3:33])[CH3:32])[C:15](=[O:30])[C:16]2[CH:21]=[CH:20][C:19]([O:22][CH3:23])=[C:18]([O:24][CH2:25][CH2:26][CH2:27][O:28][CH3:29])[CH:17]=2)[C@H:10]([OH:34])[CH2:9]1)=O)(C)(C)C.[Br:35][CH2:36][C:37]1[CH:46]=[C:45]2[C:40]([CH:41]=[CH:42][C:43]([C:47]#[N:48])=[CH:44]2)=[CH:39][CH:38]=1.[CH3:49][C:50]#[N:51].O.[CH3:53]C#N. (4) Given the product [Cl:1][C:2]1[CH:6]=[N:5][N:4]([CH3:7])[C:3]=1[C:8]1[CH:9]=[C:10]([NH:16][C:27]([NH:26][C:22]2[CH:23]=[CH:24][CH:25]=[C:20]([N+:17]([O-:19])=[O:18])[CH:21]=2)=[O:28])[CH:11]=[CH:12][C:13]=1[O:14][CH3:15], predict the reactants needed to synthesize it. The reactants are: [Cl:1][C:2]1[CH:6]=[N:5][N:4]([CH3:7])[C:3]=1[C:8]1[CH:9]=[C:10]([NH2:16])[CH:11]=[CH:12][C:13]=1[O:14][CH3:15].[N+:17]([C:20]1[CH:21]=[C:22]([N:26]=[C:27]=[O:28])[CH:23]=[CH:24][CH:25]=1)([O-:19])=[O:18]. (5) The reactants are: [CH3:1][Mg]Br.[CH3:4][C:5]1[C:10]([NH:11][C:12]([C:14]2[CH:15]=[CH:16][C:17]3[C:23]4([CH2:29][C:30]5[CH:35]=[CH:34][CH:33]=[CH:32][CH:31]=5)[CH2:24][CH2:25][C:26](=[O:28])[CH:27]=[C:22]4[CH2:21][CH2:20][CH2:19][C:18]=3[CH:36]=2)=[O:13])=[CH:9][CH:8]=[CH:7][N:6]=1. Given the product [CH3:4][C:5]1[C:10]([NH:11][C:12]([C:14]2[CH:15]=[CH:16][C:17]3[C@@:23]4([CH2:29][C:30]5[CH:31]=[CH:32][CH:33]=[CH:34][CH:35]=5)[CH2:24][CH2:25][C@@:26]([OH:28])([CH3:1])[CH:27]=[C:22]4[CH2:21][CH2:20][CH2:19][C:18]=3[CH:36]=2)=[O:13])=[CH:9][CH:8]=[CH:7][N:6]=1.[CH3:4][C:5]1[C:10]([NH:11][C:12]([C:14]2[CH:15]=[CH:16][C:17]3[C@:23]4([CH2:29][C:30]5[CH:31]=[CH:32][CH:33]=[CH:34][CH:35]=5)[CH2:24][CH2:25][C@:26]([OH:28])([CH3:1])[CH:27]=[C:22]4[CH2:21][CH2:20][CH2:19][C:18]=3[CH:36]=2)=[O:13])=[CH:9][CH:8]=[CH:7][N:6]=1, predict the reactants needed to synthesize it. (6) Given the product [CH2:15]([NH:22][C:3]([NH:22][CH2:15][C:16]1[CH:21]=[CH:20][CH:19]=[CH:18][CH:17]=1)=[CH:4][C:5]([C:7]1[CH:12]=[CH:11][CH:10]=[CH:9][CH:8]=1)=[O:6])[C:16]1[CH:21]=[CH:20][CH:19]=[CH:18][CH:17]=1, predict the reactants needed to synthesize it. The reactants are: CS[C:3](SC)=[CH:4][C:5]([C:7]1[CH:12]=[CH:11][CH:10]=[CH:9][CH:8]=1)=[O:6].[CH2:15]([NH2:22])[C:16]1[CH:21]=[CH:20][CH:19]=[CH:18][CH:17]=1. (7) Given the product [Br:1][C:2]1[CH:3]=[N:4][N:5]([C:7]2[C:8]([NH2:13])=[N:9][CH:10]=[CH:11][CH:12]=2)[CH:6]=1, predict the reactants needed to synthesize it. The reactants are: [Br:1][C:2]1[CH:3]=[N:4][N:5]([C:7]2[C:8]([NH:13]C(=O)C(C)(C)C)=[N:9][CH:10]=[CH:11][CH:12]=2)[CH:6]=1.Cl.[OH-].[Na+]. (8) Given the product [C:9]1([CH3:8])[CH:14]=[CH:13][C:12]([S:15]([O:5][CH2:4][CH2:3][C:2]([OH:7])([CH3:6])[CH3:1])(=[O:17])=[O:16])=[CH:11][CH:10]=1, predict the reactants needed to synthesize it. The reactants are: [CH3:1][C:2]([OH:7])([CH3:6])[CH2:3][CH2:4][OH:5].[CH3:8][C:9]1[CH:14]=[CH:13][C:12]([S:15](Cl)(=[O:17])=[O:16])=[CH:11][CH:10]=1.O. (9) Given the product [CH2:27]([NH:29][C:30]1[S:31][C@H:32]2[O:38][C@H:37]([C:39]([OH:12])=[O:40])[C@@H:36]([OH:41])[C@H:35]([OH:42])[C@H:33]2[N:34]=1)[CH3:28], predict the reactants needed to synthesize it. The reactants are: C(NC1SC2[O:12]C(CN3C=C(C4C=CC=CN=4)N=N3)C(O)C(O)C2N=1)C.[CH2:27]([NH:29][C:30]1[S:31][C@H:32]2[O:38][C@H:37]([CH2:39][OH:40])[C@@H:36]([OH:41])[C@H:35]([OH:42])[C@H:33]2[N:34]=1)[CH3:28].CC1(C)N([O])C(C)(C)CCC1.[Br-].[K+].Cl[O-].[Na+]. (10) Given the product [F:30][C:6]1[C:7]([C:9]2[CH:14]=[CH:13][CH:12]=[C:11]([CH2:15][N:16]3[CH2:21][CH2:20][NH:19][C@@H:18]([CH3:29])[CH2:17]3)[CH:10]=2)=[CH:8][C:3]([CH2:2][NH:1][C:47](=[O:49])[C:46]2[CH:50]=[CH:51][CH:52]=[C:44]([CH:41]3[CH2:40][CH2:39][NH:38][CH2:43][CH2:42]3)[CH:45]=2)=[CH:4][CH:5]=1, predict the reactants needed to synthesize it. The reactants are: [NH2:1][CH2:2][C:3]1[CH:4]=[CH:5][C:6]([F:30])=[C:7]([C:9]2[CH:14]=[CH:13][CH:12]=[C:11]([CH2:15][N:16]3[CH2:21][CH2:20][N:19](C(OC(C)(C)C)=O)[C@@H:18]([CH3:29])[CH2:17]3)[CH:10]=2)[CH:8]=1.CC(OC([N:38]1[CH2:43][CH2:42][CH:41]([C:44]2[CH:45]=[C:46]([CH:50]=[CH:51][CH:52]=2)[C:47]([OH:49])=O)[CH2:40][CH2:39]1)=O)(C)C.